Dataset: Full USPTO retrosynthesis dataset with 1.9M reactions from patents (1976-2016). Task: Predict the reactants needed to synthesize the given product. (1) Given the product [C:11]([O:15][C:16]([C@@:18]12[CH2:32][C:33](=[CH2:36])[CH2:34][C@@H:22]1[C:21](=[O:23])[N:20]([C@@H:24]([C:26]1[CH:31]=[CH:30][CH:29]=[CH:28][CH:27]=1)[CH3:25])[CH2:19]2)=[O:17])([CH3:14])([CH3:13])[CH3:12], predict the reactants needed to synthesize it. The reactants are: C[Si](C)(C)[N-][Si](C)(C)C.[Li+].[C:11]([O:15][C:16]([C@@:18]1([CH2:32][C:33](=[CH2:36])[CH2:34]Br)[CH2:22][C:21](=[O:23])[N:20]([C@@H:24]([C:26]2[CH:31]=[CH:30][CH:29]=[CH:28][CH:27]=2)[CH3:25])[CH2:19]1)=[O:17])([CH3:14])([CH3:13])[CH3:12].C(O)(=O)CC(CC(O)=O)(C(O)=O)O. (2) Given the product [NH2:20][C@@H:11]([CH2:12][C:13]1[CH:14]=[CH:15][C:16]([C:52]2[S:53][CH:54]=[CH:55][N:56]=2)=[CH:17][CH:18]=1)[CH2:10][C@H:9]([O:31][Si:32]([C:35]([CH3:37])([CH3:38])[CH3:36])([CH3:34])[CH3:33])[C@@H:8]([NH:39][C:40](=[O:46])[O:41][C:42]([CH3:43])([CH3:44])[CH3:45])[CH2:1][C:2]1[CH:7]=[CH:6][CH:5]=[CH:4][CH:3]=1, predict the reactants needed to synthesize it. The reactants are: [CH2:1]([C@H:8]([NH:39][C:40](=[O:46])[O:41][C:42]([CH3:45])([CH3:44])[CH3:43])[C@@H:9]([O:31][Si:32]([C:35]([CH3:38])([CH3:37])[CH3:36])([CH3:34])[CH3:33])[CH2:10][C@@H:11]([NH:20]C(OCC1C=CC=CC=1)=O)[CH2:12][C:13]1[CH:18]=[CH:17][C:16](Br)=[CH:15][CH:14]=1)[C:2]1[CH:7]=[CH:6][CH:5]=[CH:4][CH:3]=1.C([Sn](CCCC)(CCCC)[C:52]1[S:53][CH:54]=[CH:55][N:56]=1)CCC. (3) Given the product [Cl:25][C:20]1[CH:21]=[CH:22][CH:23]=[CH:24][C:19]=1[N:17]([CH3:18])[C:15]([C:13]1[S:12][C:11]2[C:5]3[CH:4]=[CH:3][C:2]([C:27]#[N:28])=[CH:26][C:6]=3[O:7][CH2:8][CH2:9][C:10]=2[CH:14]=1)=[O:16], predict the reactants needed to synthesize it. The reactants are: Br[C:2]1[CH:3]=[CH:4][C:5]2[C:11]3[S:12][C:13]([C:15]([N:17]([C:19]4[CH:24]=[CH:23][CH:22]=[CH:21][C:20]=4[Cl:25])[CH3:18])=[O:16])=[CH:14][C:10]=3[CH2:9][CH2:8][O:7][C:6]=2[CH:26]=1.[C:27]([Cu])#[N:28]. (4) Given the product [CH3:12][S:13]([O-:16])(=[O:15])=[O:14].[CH2:2]([N+:6]1[CH:10]=[CH:9][N:8]([CH3:11])[CH:7]=1)[CH2:3][CH2:4][CH3:5], predict the reactants needed to synthesize it. The reactants are: [Cl-].[CH2:2]([N+:6]1[CH:10]=[CH:9][N:8]([CH3:11])[CH:7]=1)[CH2:3][CH2:4][CH3:5].[CH3:12][S:13]([O:16][Si](C)(C)C)(=[O:15])=[O:14]. (5) Given the product [C:27]([NH:26][C@H:25]([C:24]([OH:56])=[O:23])[CH2:48][C:49]1[CH:50]=[CH:51][C:4]([O:5][P:6]([OH:9])([OH:8])=[O:7])=[CH:3][CH:1]=1)(=[O:47])[CH2:28][CH2:29][CH2:30]/[CH:31]=[CH:32]\[CH2:33][CH:34]=[CH:35][CH2:36][CH:37]=[CH:38][CH2:39][CH:40]=[CH:41][CH2:42][CH2:43][CH2:44][CH2:45][CH3:46], predict the reactants needed to synthesize it. The reactants are: [C:1]([CH2:3][CH2:4][O:5][P:6]([O-:9])([O-:8])=[O:7])#N.[NH+]1C=CC=CC=1.[NH+]1C=CC=CC=1.C[O:23][C:24](=[O:56])[C@H:25]([CH2:48][C:49]1C=CC(O)=[CH:51][CH:50]=1)[NH:26][C:27](=[O:47])[CH2:28][CH2:29][CH2:30]/[CH:31]=[CH:32]\[CH2:33]/[CH:34]=[CH:35]\[CH2:36]/[CH:37]=[CH:38]\[CH2:39]/[CH:40]=[CH:41]\[CH2:42][CH2:43][CH2:44][CH2:45][CH3:46].C1(N=C=NC2CCCCC2)CCCCC1.O. (6) Given the product [Br:1][C:2]1[C:3]([N:12]2[CH2:17][CH2:16][N:15]([CH2:18][C:19]3[CH:24]=[CH:23][C:22]([F:25])=[CH:21][CH:20]=3)[CH2:14][CH2:13]2)=[C:4]2[N:9]=[C:26]([C:27]3[CH:32]=[CH:31][C:30]([O:33][CH3:34])=[CH:29][CH:28]=3)[NH:8][C:5]2=[N:6][CH:7]=1, predict the reactants needed to synthesize it. The reactants are: [Br:1][C:2]1[C:3]([N:12]2[CH2:17][CH2:16][N:15]([CH2:18][C:19]3[CH:24]=[CH:23][C:22]([F:25])=[CH:21][CH:20]=3)[CH2:14][CH2:13]2)=[C:4]([N+:9]([O-])=O)[C:5]([NH2:8])=[N:6][CH:7]=1.[CH:26](=O)[C:27]1[CH:32]=[CH:31][C:30]([O:33][CH3:34])=[CH:29][CH:28]=1.[O-]S(S([O-])=O)=O.[Na+].[Na+]. (7) Given the product [NH2:1][C:2]1[C:7]([C:8]([C:10]2[C:15]([O:16][CH3:17])=[CH:14][CH:13]=[C:12]([F:18])[C:11]=2[F:19])=[O:9])=[CH:6][N:5]=[C:4]([NH:20][CH:21]2[CH2:26][CH2:25][N:24]([S:27]([CH2:30][CH2:31][CH2:32][NH:38][CH:35]([CH3:34])[CH2:36][OH:37])(=[O:29])=[O:28])[CH2:23][CH2:22]2)[N:3]=1, predict the reactants needed to synthesize it. The reactants are: [NH2:1][C:2]1[C:7]([C:8]([C:10]2[C:15]([O:16][CH3:17])=[CH:14][CH:13]=[C:12]([F:18])[C:11]=2[F:19])=[O:9])=[CH:6][N:5]=[C:4]([NH:20][CH:21]2[CH2:26][CH2:25][N:24]([S:27]([CH2:30][CH2:31][CH2:32]Cl)(=[O:29])=[O:28])[CH2:23][CH2:22]2)[N:3]=1.[CH3:34][CH:35]([NH2:38])[CH2:36][OH:37].[I-].[Na+]. (8) Given the product [NH2:9][C:10]1[CH:18]=[CH:17][C:16]([Cl:1])=[C:15]2[C:11]=1[C:12]([CH2:26][CH2:27][CH2:28][O:29][Si:30]([C:33]([CH3:36])([CH3:35])[CH3:34])([CH3:31])[CH3:32])=[N:13][N:14]2[C:19]([O:21][C:22]([CH3:25])([CH3:24])[CH3:23])=[O:20], predict the reactants needed to synthesize it. The reactants are: [Cl:1]N1C(=O)CCC1=O.[NH2:9][C:10]1[CH:18]=[CH:17][CH:16]=[C:15]2[C:11]=1[C:12]([CH2:26][CH2:27][CH2:28][O:29][Si:30]([C:33]([CH3:36])([CH3:35])[CH3:34])([CH3:32])[CH3:31])=[N:13][N:14]2[C:19]([O:21][C:22]([CH3:25])([CH3:24])[CH3:23])=[O:20].